This data is from Forward reaction prediction with 1.9M reactions from USPTO patents (1976-2016). The task is: Predict the product of the given reaction. (1) Given the reactants [F:1][C:2]1[CH:3]=[C:4]([CH2:9][C:10]([NH:12][C@H:13]([C:15]([OH:17])=O)[CH3:14])=[O:11])[CH:5]=[C:6]([F:8])[CH:7]=1.Cl.[NH2:19][CH:20]([C:26]1[CH:31]=[CH:30][CH:29]=[CH:28][C:27]=1[F:32])[C:21]([O:23][CH2:24][CH3:25])=[O:22], predict the reaction product. The product is: [F:8][C:6]1[CH:5]=[C:4]([CH2:9][C:10]([NH:12][C@H:13]([C:15]([NH:19][CH:20]([C:26]2[CH:31]=[CH:30][CH:29]=[CH:28][C:27]=2[F:32])[C:21]([O:23][CH2:24][CH3:25])=[O:22])=[O:17])[CH3:14])=[O:11])[CH:3]=[C:2]([F:1])[CH:7]=1. (2) Given the reactants [F:1][C:2]([F:16])([F:15])[C:3]1[CH:4]=[C:5]([CH:8]=[C:9]([C:11]([F:14])([F:13])[F:12])[CH:10]=1)[CH:6]=O.Cl.[OH:18][NH2:19].[OH-].[Na+], predict the reaction product. The product is: [F:1][C:2]([F:16])([F:15])[C:3]1[CH:4]=[C:5]([CH:8]=[C:9]([C:11]([F:14])([F:13])[F:12])[CH:10]=1)/[CH:6]=[N:19]/[OH:18]. (3) Given the reactants [CH3:1][O:2][C:3]1[C:14]2[CH:13]=[C:12]([C:15]([O:17][CH3:18])=[O:16])[CH2:11][CH2:10][CH2:9][N:8](CC3C=CC(OC)=CC=3)[C:7]=2[N:6]=[CH:5][N:4]=1.FC(F)(F)C(O)=O, predict the reaction product. The product is: [CH3:1][O:2][C:3]1[C:14]2[CH:13]=[C:12]([C:15]([O:17][CH3:18])=[O:16])[CH2:11][CH2:10][CH2:9][NH:8][C:7]=2[N:6]=[CH:5][N:4]=1. (4) Given the reactants [NH2:1][CH2:2][C:3]([N:5]1[CH2:14][CH2:13][C:12]2[C:7](=[C:8]([N:17]3[CH2:22][CH2:21][N:20]([CH3:23])[CH2:19][CH2:18]3)[CH:9]=[CH:10][C:11]=2[O:15][CH3:16])[CH2:6]1)=[O:4].[C:24](Cl)(=[O:33])[C:25]1[CH:30]=[CH:29][C:28]([O:31][CH3:32])=[CH:27][CH:26]=1, predict the reaction product. The product is: [CH3:32][O:31][C:28]1[CH:29]=[CH:30][C:25]([C:24]([NH:1][CH2:2][C:3]([N:5]2[CH2:14][CH2:13][C:12]3[C:7](=[C:8]([N:17]4[CH2:18][CH2:19][N:20]([CH3:23])[CH2:21][CH2:22]4)[CH:9]=[CH:10][C:11]=3[O:15][CH3:16])[CH2:6]2)=[O:4])=[O:33])=[CH:26][CH:27]=1. (5) Given the reactants [CH2:1]([CH:8]1[CH2:15][CH2:14][CH2:13][CH:12]([OH:16])[CH2:11][CH2:10][CH2:9]1)[C:2]1[CH:7]=[CH:6][CH:5]=[CH:4][CH:3]=1.CC(C)=O.OS(O)(=O)=O.O=[Cr](=O)=O.S(=O)(=O)(O)O.[Cr](O)(O)(=O)=O, predict the reaction product. The product is: [CH2:1]([CH:8]1[CH2:9][CH2:10][CH2:11][C:12](=[O:16])[CH2:13][CH2:14][CH2:15]1)[C:2]1[CH:7]=[CH:6][CH:5]=[CH:4][CH:3]=1.